Dataset: Forward reaction prediction with 1.9M reactions from USPTO patents (1976-2016). Task: Predict the product of the given reaction. Given the reactants CC1(C)CCCC(C)(C)N1.[Li]CCCC.[F:16][C:17]1[CH:18]=[N:19][CH:20]=[CH:21][CH:22]=1.[CH2:23]([Sn:27]([CH2:33][CH2:34][CH2:35][CH3:36])([CH2:29][CH2:30][CH2:31][CH3:32])Cl)[CH2:24][CH2:25][CH3:26].[NH4+].[Cl-], predict the reaction product. The product is: [F:16][C:17]1[C:18]([Sn:27]([CH2:29][CH2:30][CH2:31][CH3:32])([CH2:33][CH2:34][CH2:35][CH3:36])[CH2:23][CH2:24][CH2:25][CH3:26])=[N:19][CH:20]=[CH:21][CH:22]=1.